This data is from Experimentally validated miRNA-target interactions with 360,000+ pairs, plus equal number of negative samples. The task is: Binary Classification. Given a miRNA mature sequence and a target amino acid sequence, predict their likelihood of interaction. The miRNA is mmu-miR-3061-3p with sequence CUACCUUUGAUAGUCCACUGCC. The protein sequence of the target gene is MEWVLAEALLSQSRDPRALLGALCQGEASAERVETLRFLLQRLEDEEARGSGGAGALPEAAREVAAGYLVPLLRSLRGRPAGGPDPSLQPRHRRRVLRAAGAALRSCVRLAGRPQLAAALAEEALRDLLAGWRAPGAEAAVEVLAAVGPCLRPREDGPLLERVAGTAVALALGGGGDGDEAGPAEDAAALVAGRLLPVLVQCGGAALRAVWGGLAAPGASLGSGRVEEKLLVLSALAEKLLPEPGGDRARGAREAGPDARRCWRFWRTVQAGLGQADALTRKRARYLLQRAVEVSAELGA.... Result: 0 (no interaction).